The task is: Predict the reactants needed to synthesize the given product.. This data is from Full USPTO retrosynthesis dataset with 1.9M reactions from patents (1976-2016). (1) The reactants are: [F:1][C:2]1[CH:22]=[C:21]([N:23]=[C:24]=[O:25])[CH:20]=[CH:19][C:3]=1[O:4][C:5]1[CH:10]=[CH:9][N:8]=[C:7]([NH:11][C:12]([N:14]2[CH2:18][CH2:17][CH2:16][CH2:15]2)=[O:13])[CH:6]=1.[F:26][C:27]1[CH:32]=[CH:31][C:30]([N:33]2[C:37](=[O:38])[CH2:36][NH:35][C:34]2=[O:39])=[CH:29][CH:28]=1.O=C1N(C2C=CC=CC=2)CCN1C(Cl)=O.[H-].[Na+]. Given the product [F:1][C:2]1[CH:22]=[C:21]([NH:23][C:24]([N:35]2[CH2:36][C:37](=[O:38])[N:33]([C:30]3[CH:29]=[CH:28][C:27]([F:26])=[CH:32][CH:31]=3)[C:34]2=[O:39])=[O:25])[CH:20]=[CH:19][C:3]=1[O:4][C:5]1[CH:10]=[CH:9][N:8]=[C:7]([NH:11][C:12]([N:14]2[CH2:18][CH2:17][CH2:16][CH2:15]2)=[O:13])[CH:6]=1, predict the reactants needed to synthesize it. (2) Given the product [CH:14]1([C:10]2[O:9][C:8](=[O:18])[CH:7]=[C:12]([OH:13])[CH:11]=2)[CH2:15][CH2:16][CH2:17]1, predict the reactants needed to synthesize it. The reactants are: C1(C([C:7]2[C:8](=[O:18])[O:9][C:10]([CH:14]3[CH2:17][CH2:16][CH2:15]3)=[CH:11][C:12]=2[OH:13])=O)CCC1. (3) Given the product [CH3:40][N:41]([CH2:24][C:23]1[C:18]2[O:17][N:16]=[C:15]([CH2:14][CH2:13][CH:10]3[CH2:11][CH2:12][N:7]([CH2:6][CH:2]4[O:3][CH2:4][CH2:5][O:1]4)[CH2:8][CH2:9]3)[C:19]=2[CH:20]=[CH:21][C:22]=1[O:26][CH2:27][C:28]1[CH:29]=[CH:30][C:31]([F:34])=[CH:32][CH:33]=1)[CH3:42], predict the reactants needed to synthesize it. The reactants are: [O:1]1[CH2:5][CH2:4][O:3][CH:2]1[CH2:6][N:7]1[CH2:12][CH2:11][CH:10]([CH2:13][CH2:14][C:15]2[C:19]3[CH:20]=[CH:21][C:22]([O:26][CH2:27][C:28]4[CH:33]=[CH:32][C:31]([F:34])=[CH:30][CH:29]=4)=[C:23]([CH2:24]O)[C:18]=3[O:17][N:16]=2)[CH2:9][CH2:8]1.CS(Cl)(=O)=O.[CH3:40][NH:41][CH3:42].[Cl-].[NH4+]. (4) Given the product [CH2:1]([O:8][C:9]1[CH:10]=[C:11]2[C:16](=[CH:17][CH:18]=1)[C:15](=[O:19])[N:14]([CH2:20][CH:21]([CH3:23])[CH3:22])[C:13]([CH2:24][OH:25])=[C:12]2[O:27][CH2:28][CH2:29][CH2:30][CH3:31])[C:2]1[CH:3]=[CH:4][CH:5]=[CH:6][CH:7]=1, predict the reactants needed to synthesize it. The reactants are: [CH2:1]([O:8][C:9]1[CH:10]=[C:11]2[C:16](=[CH:17][CH:18]=1)[C:15](=[O:19])[N:14]([CH2:20][CH:21]([CH3:23])[CH3:22])[C:13]([C:24](O)=[O:25])=[C:12]2[O:27][CH2:28][CH2:29][CH2:30][CH3:31])[C:2]1[CH:7]=[CH:6][CH:5]=[CH:4][CH:3]=1.C(Cl)(=O)C(Cl)=O.[BH4-].[Na+].Cl. (5) Given the product [F:1][C:2]1[CH:11]=[C:10]([C:12]2[CH:13]=[CH:14][C:15]3[N:16]([C:18]([CH2:21][O:22][C:23]4[C:32]5[C:27](=[CH:28][C:29]([O:33][CH3:34])=[CH:30][CH:31]=5)[N:26]=[CH:25][CH:24]=4)=[N:19][N:20]=3)[N:17]=2)[CH:9]=[CH:8][C:3]=1[C:4]([NH:43][CH2:42][CH2:41][O:40][CH3:39])=[O:5], predict the reactants needed to synthesize it. The reactants are: [F:1][C:2]1[CH:11]=[C:10]([C:12]2[CH:13]=[CH:14][C:15]3[N:16]([C:18]([CH2:21][O:22][C:23]4[C:32]5[C:27](=[CH:28][C:29]([O:33][CH3:34])=[CH:30][CH:31]=5)[N:26]=[CH:25][CH:24]=4)=[N:19][N:20]=3)[N:17]=2)[CH:9]=[CH:8][C:3]=1[C:4](OC)=[O:5].O.[OH-].[Li+].Cl.[CH3:39][O:40][CH2:41][CH2:42][NH2:43].CN(C(ON1N=NC2C=CC=NC1=2)=[N+](C)C)C.F[P-](F)(F)(F)(F)F.CCN(C(C)C)C(C)C.FC1C=C(C2C=CC3N(C(COC4C5C(=CC(OC)=CC=5)N=CC=4)=NN=3)N=2)C=CC=1C(O)=O. (6) Given the product [O:23]=[C:15]1[N:14]([CH:11]2[CH2:12][CH2:13][N:8]([C:2]3([CH3:1])[CH2:7][CH2:6][N:5]([C:31]([O:33][CH2:34][C:35]#[C:36][CH3:37])=[O:32])[CH2:4][CH2:3]3)[CH2:9][CH2:10]2)[C@H:18]2[CH2:19][CH2:20][CH2:21][CH2:22][C@@H:17]2[NH:16]1, predict the reactants needed to synthesize it. The reactants are: [CH3:1][C:2]1([N:8]2[CH2:13][CH2:12][CH:11]([N:14]3[C@H:18]4[CH2:19][CH2:20][CH2:21][CH2:22][C@@H:17]4[NH:16][C:15]3=[O:23])[CH2:10][CH2:9]2)[CH2:7][CH2:6][NH:5][CH2:4][CH2:3]1.C(=O)([O-])[O-].[K+].[K+].Cl[C:31]([O:33][CH2:34][C:35]#[C:36][CH3:37])=[O:32]. (7) Given the product [Cl:35][C:36]1[CH:37]=[C:38]([CH:41]=[CH:42][C:43]=1[Cl:44])[CH2:39][NH:1][CH2:2][CH2:3][NH:4][C:5](=[O:11])[O:6][C:7]([CH3:8])([CH3:10])[CH3:9], predict the reactants needed to synthesize it. The reactants are: [NH2:1][CH2:2][CH2:3][NH:4][C:5](=[O:11])[O:6][C:7]([CH3:10])([CH3:9])[CH3:8].C(O)(=O)C.C(O[BH-](OC(=O)C)OC(=O)C)(=O)C.[Na+].C(=O)([O-])O.[Na+].[Cl:35][C:36]1[CH:37]=[C:38]([CH:41]=[CH:42][C:43]=1[Cl:44])[CH:39]=O.